This data is from Catalyst prediction with 721,799 reactions and 888 catalyst types from USPTO. The task is: Predict which catalyst facilitates the given reaction. (1) Reactant: [O:1]1[C:3]2([CH2:8][CH2:7][N:6]([C:9]3[CH:14]=[CH:13][C:12]([N:15]4[CH2:19][C@H:18]([CH2:20][NH:21][C:22](=[O:24])[CH3:23])[O:17][C:16]4=[O:25])=[CH:11][C:10]=3[F:26])[CH2:5][CH2:4]2)[CH2:2]1.[O-:27][CH2:28][CH3:29].[Na+]. Product: [CH2:28]([O:27][CH2:2][C:3]1([OH:1])[CH2:8][CH2:7][N:6]([C:9]2[CH:14]=[CH:13][C:12]([N:15]3[CH2:19][C@H:18]([CH2:20][NH:21][C:22](=[O:24])[CH3:23])[O:17][C:16]3=[O:25])=[CH:11][C:10]=2[F:26])[CH2:5][CH2:4]1)[CH3:29]. The catalyst class is: 8. (2) Reactant: [NH2:1][C@H:2]1[C:11]2[C:6](=[CH:7][CH:8]=[CH:9][CH:10]=2)[N:5]([C:12](=[O:14])[CH3:13])[C@@H:4]([CH3:15])[C@@H:3]1[CH3:16].Br[C:18]1[CH:19]=[C:20]([N:24]2[CH2:29][CH2:28][O:27][CH2:26][CH2:25]2)[CH:21]=[CH:22][CH:23]=1.CC(C)([O-])C.[Na+].CC(C1C=C(C(C)C)C(C2C(P(C3CCCCC3)C3CCCCC3)=C(OC)C=CC=2OC)=C(C(C)C)C=1)C. Product: [CH3:15][C@H:4]1[C@H:3]([CH3:16])[C@@H:2]([NH:1][C:18]2[CH:23]=[CH:22][CH:21]=[C:20]([N:24]3[CH2:25][CH2:26][O:27][CH2:28][CH2:29]3)[CH:19]=2)[C:11]2[C:6](=[CH:7][CH:8]=[CH:9][CH:10]=2)[N:5]1[C:12](=[O:14])[CH3:13]. The catalyst class is: 102. (3) Reactant: ClC(Cl)(O[C:5](=[O:11])OC(Cl)(Cl)Cl)Cl.[NH2:13][C:14]1[CH:23]=[CH:22][C:21]([C:24]([C:26]2[N:34]3[C:29]([CH:30]=[CH:31][CH:32]=[CH:33]3)=[C:28]([O:35][CH2:36][CH2:37][O:38][CH3:39])[C:27]=2[CH3:40])=[O:25])=[CH:20][C:15]=1[C:16]([O:18][CH3:19])=[O:17].C(N(CC)CC)C.[CH2:48]([NH2:51])[CH2:49][CH3:50]. Product: [CH3:39][O:38][CH2:37][CH2:36][O:35][C:28]1[C:27]([CH3:40])=[C:26]([C:24]([C:21]2[CH:22]=[CH:23][C:14]([NH:13][C:5](=[O:11])[NH:51][CH2:48][CH2:49][CH3:50])=[C:15]([CH:20]=2)[C:16]([O:18][CH3:19])=[O:17])=[O:25])[N:34]2[C:29]=1[CH:30]=[CH:31][CH:32]=[CH:33]2. The catalyst class is: 38. (4) Reactant: [NH2:1][C:2]1[C:7]2[N:8]3[CH2:22][CH2:21][N:20]([CH3:23])[C:19](=[O:24])[C:9]3=[C:10]([O:11][CH2:12][C:13]3[CH:18]=[CH:17][CH:16]=[CH:15][CH:14]=3)[C:6]=2[C:5](=[O:25])[N:4]([CH2:26][C:27]2[CH:32]=[CH:31][C:30]([F:33])=[CH:29][CH:28]=2)[N:3]=1.C(N(C(C)C)CC)(C)C.[C:43](Cl)(=[O:45])[CH3:44]. Product: [CH2:12]([O:11][C:10]1[C:6]2[C:5](=[O:25])[N:4]([CH2:26][C:27]3[CH:32]=[CH:31][C:30]([F:33])=[CH:29][CH:28]=3)[N:3]=[C:2]([NH:1][C:43](=[O:45])[CH3:44])[C:7]=2[N:8]2[CH2:22][CH2:21][N:20]([CH3:23])[C:19](=[O:24])[C:9]=12)[C:13]1[CH:18]=[CH:17][CH:16]=[CH:15][CH:14]=1. The catalyst class is: 22.